The task is: Predict the reactants needed to synthesize the given product.. This data is from Full USPTO retrosynthesis dataset with 1.9M reactions from patents (1976-2016). (1) The reactants are: [CH:1]([C:3]1[S:4][C:5]([C:8]([O:10][C:11]([CH3:14])([CH3:13])[CH3:12])=[O:9])=[CH:6][N:7]=1)=O.[CH3:15][C:16]([S@@:19]([NH2:21])=[O:20])([CH3:18])[CH3:17].C(=O)([O-])[O-].[Cs+].[Cs+].O. Given the product [C:16]([S@@:19](/[N:21]=[CH:1]/[C:3]1[S:4][C:5]([C:8]([O:10][C:11]([CH3:14])([CH3:13])[CH3:12])=[O:9])=[CH:6][N:7]=1)=[O:20])([CH3:18])([CH3:17])[CH3:15], predict the reactants needed to synthesize it. (2) Given the product [C:1]([O:5][CH2:6][C:7]1[CH:12]=[C:11]([C:13](=[O:15])[CH3:14])[N:10]=[N:9][C:8]=1[O:18][CH3:19])([CH3:4])([CH3:2])[CH3:3], predict the reactants needed to synthesize it. The reactants are: [C:1]([O:5][CH2:6][C:7]1[CH:12]=[C:11]([C:13]([O:15]CC)=[CH2:14])[N:10]=[N:9][C:8]=1[O:18][CH3:19])([CH3:4])([CH3:3])[CH3:2].Cl.O1CCOCC1.